From a dataset of Catalyst prediction with 721,799 reactions and 888 catalyst types from USPTO. Predict which catalyst facilitates the given reaction. (1) Reactant: C(OC([NH:8][C@@H:9]([CH2:43][C:44]1[CH:49]=[CH:48][CH:47]=[CH:46][CH:45]=1)[CH2:10][C@@H:11]1[O:15]C(C)(C)[N:13]([C:18]([O:20][CH2:21][C:22]2[CH:27]=[CH:26][CH:25]=[CH:24][CH:23]=2)=[O:19])[C@H:12]1[CH2:28][C:29]1[CH:34]=[CH:33][C:32]([C:35]2[CH:40]=[CH:39][CH:38]=[C:37]([O:41][CH3:42])[N:36]=2)=[CH:31][CH:30]=1)=O)(C)(C)C.Cl. Product: [NH2:8][C@@H:9]([CH2:43][C:44]1[CH:49]=[CH:48][CH:47]=[CH:46][CH:45]=1)[CH2:10][C@H:11]([OH:15])[C@@H:12]([NH:13][C:18](=[O:19])[O:20][CH2:21][C:22]1[CH:23]=[CH:24][CH:25]=[CH:26][CH:27]=1)[CH2:28][C:29]1[CH:34]=[CH:33][C:32]([C:35]2[CH:40]=[CH:39][CH:38]=[C:37]([O:41][CH3:42])[N:36]=2)=[CH:31][CH:30]=1. The catalyst class is: 523. (2) Reactant: Cl[C:2]1[CH:7]=[CH:6][C:5]([C:8]2[N:9]=[C:10]([CH3:14])[N:11]([CH3:13])[CH:12]=2)=[CH:4][CH:3]=1.[CH3:15][C:16]1([CH3:32])[C:20]([CH3:22])([CH3:21])[O:19][B:18]([B:18]2[O:19][C:20]([CH3:22])([CH3:21])[C:16]([CH3:32])([CH3:15])[O:17]2)[O:17]1.CC([O-])=O.[K+]. The catalyst class is: 12. Product: [CH3:13][N:11]1[CH:12]=[C:8]([C:5]2[CH:6]=[CH:7][C:2]([B:18]3[O:19][C:20]([CH3:22])([CH3:21])[C:16]([CH3:32])([CH3:15])[O:17]3)=[CH:3][CH:4]=2)[N:9]=[C:10]1[CH3:14]. (3) Reactant: C[O:2][C:3]([C:5]1([CH2:11][S:12](=[O:19])(=[O:18])[N:13]([CH:15]2[CH2:17][CH2:16]2)[CH3:14])[CH2:10][CH2:9][CH2:8][CH2:7][CH2:6]1)=[O:4].[OH-].[K+]. Product: [CH:15]1([N:13]([CH3:14])[S:12]([CH2:11][C:5]2([C:3]([OH:4])=[O:2])[CH2:6][CH2:7][CH2:8][CH2:9][CH2:10]2)(=[O:18])=[O:19])[CH2:16][CH2:17]1. The catalyst class is: 5. (4) Reactant: C([O:3][C:4](=[O:37])[CH2:5][N:6]([C:11](=[O:36])[C:12]1[CH:17]=[CH:16][CH:15]=[C:14]([CH2:18][O:19][C:20]2[CH:25]=[CH:24][C:23]([C:26]3[CH:31]=[C:30]([F:32])[C:29]([F:33])=[CH:28][C:27]=3[O:34][CH3:35])=[CH:22][CH:21]=2)[CH:13]=1)[C:7]([CH3:10])([CH3:9])[CH3:8])C.[Li+].[OH-]. Product: [C:7]([N:6]([CH2:5][C:4]([OH:37])=[O:3])[C:11](=[O:36])[C:12]1[CH:17]=[CH:16][CH:15]=[C:14]([CH2:18][O:19][C:20]2[CH:25]=[CH:24][C:23]([C:26]3[CH:31]=[C:30]([F:32])[C:29]([F:33])=[CH:28][C:27]=3[O:34][CH3:35])=[CH:22][CH:21]=2)[CH:13]=1)([CH3:10])([CH3:8])[CH3:9]. The catalyst class is: 20. (5) Reactant: [CH:1]([O:5][CH2:6][C:7]1[C:16]([OH:17])=[CH:15][CH:14]=[C:13]2[C:8]=1[CH2:9][CH2:10][CH2:11][C:12]2=[O:18])([CH2:3][CH3:4])[CH3:2].[N:19]1([CH2:24][C@@H:25]([C:27]2[CH:32]=[CH:31][CH:30]=[CH:29][CH:28]=2)O)[CH:23]=[CH:22][N:21]=[CH:20]1.C1C=CC(P(C2C=CC=CC=2)C2C=CC=CC=2)=CC=1.[N+](C(OCC)=O)(C(OCC)=O)=[N-]. Product: [CH:1]([O:5][CH2:6][C:7]1[C:16]([O:17][C@@H:25]([C:27]2[CH:32]=[CH:31][CH:30]=[CH:29][CH:28]=2)[CH2:24][N:19]2[CH:23]=[CH:22][N:21]=[CH:20]2)=[CH:15][CH:14]=[C:13]2[C:8]=1[CH2:9][CH2:10][CH2:11][C:12]2=[O:18])([CH2:3][CH3:4])[CH3:2]. The catalyst class is: 7. (6) Reactant: [F:1][C:2]([F:31])([F:30])[C:3]1[CH:8]=[CH:7][C:6]([C:9]2[N:14]=[CH:13][C:12]([CH:15]([O:18][C:19]3[CH:29]=[CH:28][C:22]([C:23]([O:25]CC)=[O:24])=[CH:21][CH:20]=3)[CH2:16][CH3:17])=[CH:11][CH:10]=2)=[CH:5][CH:4]=1.[OH-].[Na+]. Product: [F:30][C:2]([F:1])([F:31])[C:3]1[CH:4]=[CH:5][C:6]([C:9]2[N:14]=[CH:13][C:12]([CH:15]([O:18][C:19]3[CH:20]=[CH:21][C:22]([C:23]([OH:25])=[O:24])=[CH:28][CH:29]=3)[CH2:16][CH3:17])=[CH:11][CH:10]=2)=[CH:7][CH:8]=1. The catalyst class is: 8.